The task is: Predict which catalyst facilitates the given reaction.. This data is from Catalyst prediction with 721,799 reactions and 888 catalyst types from USPTO. Reactant: C(OC([NH:8][CH2:9][C:10]1[CH:11]=[C:12]([NH:16][C:17](=[O:39])[CH2:18][N:19]2[CH:23]=[C:22]([O:24][C:25]3[C:34]4[C:29](=[CH:30][C:31]([O:37][CH3:38])=[C:32]([O:35][CH3:36])[CH:33]=4)[N:28]=[CH:27][N:26]=3)[CH:21]=[N:20]2)[CH:13]=[CH:14][CH:15]=1)=O)(C)(C)C.FC(F)(F)C(O)=O. Product: [NH2:8][CH2:9][C:10]1[CH:11]=[C:12]([NH:16][C:17](=[O:39])[CH2:18][N:19]2[CH:23]=[C:22]([O:24][C:25]3[C:34]4[C:29](=[CH:30][C:31]([O:37][CH3:38])=[C:32]([O:35][CH3:36])[CH:33]=4)[N:28]=[CH:27][N:26]=3)[CH:21]=[N:20]2)[CH:13]=[CH:14][CH:15]=1. The catalyst class is: 2.